The task is: Predict the reaction yield, written as a fraction of the theoretical maximum amount of product (1.0 means a 100% yield; for example, 0.34 means a 34% yield).. This data is from Reaction yield outcomes from USPTO patents with 853,638 reactions. The product is [Br:4][C:1]1[CH:9]=[C:10]([CH2:20][C:21]([F:22])([F:23])[F:24])[N+:11]([O-:19])=[C:12]([CH2:14][C:15]([F:16])([F:17])[F:18])[CH:2]=1. The reactants are [C:1]([Br:4])(=O)[CH3:2].[N+](C1C=[C:12]([CH2:14][C:15]([F:18])([F:17])[F:16])[N+:11]([O-:19])=[C:10]([CH2:20][C:21]([F:24])([F:23])[F:22])[CH:9]=1)([O-])=O.[OH-].[Na+]. The catalyst is CC(O)=O. The yield is 0.720.